Dataset: Full USPTO retrosynthesis dataset with 1.9M reactions from patents (1976-2016). Task: Predict the reactants needed to synthesize the given product. Given the product [CH:10]([N:1]1[CH2:5][CH2:4][CH2:3][C@H:2]1[C:6]([OH:8])=[O:7])([CH3:12])[CH3:9], predict the reactants needed to synthesize it. The reactants are: [NH:1]1[CH2:5][CH2:4][CH2:3][C@H:2]1[C:6]([OH:8])=[O:7].[CH3:9][C:10]([CH3:12])=O.